Task: Regression. Given two drug SMILES strings and cell line genomic features, predict the synergy score measuring deviation from expected non-interaction effect.. Dataset: NCI-60 drug combinations with 297,098 pairs across 59 cell lines (1) Drug 1: CC1=C(C(=CC=C1)Cl)NC(=O)C2=CN=C(S2)NC3=CC(=NC(=N3)C)N4CCN(CC4)CCO. Drug 2: C(CN)CNCCSP(=O)(O)O. Cell line: CAKI-1. Synergy scores: CSS=25.2, Synergy_ZIP=-4.56, Synergy_Bliss=-5.09, Synergy_Loewe=-74.6, Synergy_HSA=-7.31. (2) Drug 1: C1=CN(C(=O)N=C1N)C2C(C(C(O2)CO)O)O.Cl. Drug 2: C1=CC=C(C(=C1)C(C2=CC=C(C=C2)Cl)C(Cl)Cl)Cl. Cell line: HOP-62. Synergy scores: CSS=37.4, Synergy_ZIP=-0.781, Synergy_Bliss=-4.87, Synergy_Loewe=-34.8, Synergy_HSA=-3.74. (3) Drug 1: C1=CC(=CC=C1CC(C(=O)O)N)N(CCCl)CCCl.Cl. Drug 2: COCCOC1=C(C=C2C(=C1)C(=NC=N2)NC3=CC=CC(=C3)C#C)OCCOC.Cl. Cell line: DU-145. Synergy scores: CSS=15.1, Synergy_ZIP=-6.16, Synergy_Bliss=2.03, Synergy_Loewe=-3.49, Synergy_HSA=0.722. (4) Drug 1: CN1CCC(CC1)COC2=C(C=C3C(=C2)N=CN=C3NC4=C(C=C(C=C4)Br)F)OC. Drug 2: C1CN1P(=S)(N2CC2)N3CC3. Cell line: NCI-H522. Synergy scores: CSS=16.9, Synergy_ZIP=-8.81, Synergy_Bliss=-6.54, Synergy_Loewe=-5.50, Synergy_HSA=-4.55. (5) Drug 1: C1=C(C(=O)NC(=O)N1)N(CCCl)CCCl. Drug 2: C1CN1P(=S)(N2CC2)N3CC3. Cell line: UACC-257. Synergy scores: CSS=-8.08, Synergy_ZIP=-4.37, Synergy_Bliss=-16.1, Synergy_Loewe=-17.0, Synergy_HSA=-16.4. (6) Drug 1: COC1=C(C=C2C(=C1)N=CN=C2NC3=CC(=C(C=C3)F)Cl)OCCCN4CCOCC4. Drug 2: CCC1=CC2CC(C3=C(CN(C2)C1)C4=CC=CC=C4N3)(C5=C(C=C6C(=C5)C78CCN9C7C(C=CC9)(C(C(C8N6C)(C(=O)OC)O)OC(=O)C)CC)OC)C(=O)OC.C(C(C(=O)O)O)(C(=O)O)O. Cell line: MCF7. Synergy scores: CSS=46.2, Synergy_ZIP=-1.08, Synergy_Bliss=1.22, Synergy_Loewe=2.99, Synergy_HSA=4.76.